Task: Predict the reaction yield, written as a fraction of the theoretical maximum amount of product (1.0 means a 100% yield; for example, 0.34 means a 34% yield).. Dataset: Reaction yield outcomes from USPTO patents with 853,638 reactions The yield is 0.560. The product is [CH3:18][O:17][C:12]1[CH:13]=[CH:14][C:6]([CH:5]2[NH:1][C:2](=[O:9])[CH2:3][CH2:4]2)=[CH:10][C:11]=1[CH3:16]. The catalyst is C(Cl)Cl.O. The reactants are [NH:1]1[CH:5]([C:6](O)=O)[CH2:4][CH2:3][C:2]1=[O:9].[CH3:10][C:11]1[CH:16]=C[CH:14]=[CH:13][C:12]=1[O:17][CH3:18].O=P12OP3(OP(OP(O3)(O1)=O)(=O)O2)=O.CS(O)(=O)=O.